Dataset: Full USPTO retrosynthesis dataset with 1.9M reactions from patents (1976-2016). Task: Predict the reactants needed to synthesize the given product. Given the product [CH3:11][O:10][CH2:9][O:8][C:5]1[CH:6]=[CH:7][C:2]([CH:18]([C:17]2[CH:20]=[CH:21][CH:22]=[CH:23][C:16]=2[N+:13]([O-:15])=[O:14])[OH:19])=[CH:3][CH:4]=1, predict the reactants needed to synthesize it. The reactants are: Br[C:2]1[CH:7]=[CH:6][C:5]([O:8][CH2:9][O:10][CH3:11])=[CH:4][CH:3]=1.[Mg].[N+:13]([C:16]1[CH:23]=[CH:22][CH:21]=[CH:20][C:17]=1[CH:18]=[O:19])([O-:15])=[O:14].O.